This data is from Catalyst prediction with 721,799 reactions and 888 catalyst types from USPTO. The task is: Predict which catalyst facilitates the given reaction. (1) Reactant: [CH3:1][N:2]1[CH:6]=[CH:5][CH:4]=[N:3]1.[Li]CCCC.[B:12](OC(C)C)([O:17]C(C)C)[O:13]C(C)C.Cl. Product: [CH3:1][N:2]1[C:6]([B:12]([OH:17])[OH:13])=[CH:5][CH:4]=[N:3]1. The catalyst class is: 1. (2) Reactant: [CH2:1]([CH:4]1[S:9](=[O:11])(=[O:10])[N:8]([C:12]2[CH:17]=[CH:16][CH:15]=[CH:14][CH:13]=2)[C:7]2[CH:18]=[CH:19][CH:20]=[CH:21][C:6]=2[CH2:5]1)[CH:2]=[CH2:3].C12BC(CCC1)CCC2.[OH-:31].[Na+].OO. Product: [O:10]=[S:9]1(=[O:11])[CH:4]([CH2:1][CH2:2][CH2:3][OH:31])[CH2:5][C:6]2[CH:21]=[CH:20][CH:19]=[CH:18][C:7]=2[N:8]1[C:12]1[CH:13]=[CH:14][CH:15]=[CH:16][CH:17]=1. The catalyst class is: 7.